Dataset: Catalyst prediction with 721,799 reactions and 888 catalyst types from USPTO. Task: Predict which catalyst facilitates the given reaction. (1) Reactant: O[CH2:2][C:3]1[S:7][C:6](/[CH:8]=[CH:9]/[C:10]([NH:12][CH:13]([C:18]2[CH:23]=[CH:22][CH:21]=[C:20]([C:24]([F:27])([F:26])[F:25])[CH:19]=2)[C:14]([F:17])([F:16])[F:15])=[O:11])=[CH:5][C:4]=1[CH3:28].[CH:29]([N:32](CC)C(C)C)(C)[CH3:30].CS(Cl)(=O)=O.C(N)C. Product: [CH2:29]([NH:32][CH2:2][C:3]1[S:7][C:6](/[CH:8]=[CH:9]/[C:10]([NH:12][CH:13]([C:18]2[CH:23]=[CH:22][CH:21]=[C:20]([C:24]([F:27])([F:26])[F:25])[CH:19]=2)[C:14]([F:17])([F:16])[F:15])=[O:11])=[CH:5][C:4]=1[CH3:28])[CH3:30]. The catalyst class is: 163. (2) Product: [C:1]([O:5][C:6]([N:8]1[CH2:13][CH2:12][CH:11]([C:14]2[C:22]3[C:17](=[CH:18][CH:19]=[C:20]([C:23]([O:25][CH3:26])=[O:24])[CH:21]=3)[NH:16][CH:15]=2)[CH2:10][CH2:9]1)=[O:7])([CH3:4])([CH3:3])[CH3:2]. Reactant: [C:1]([O:5][C:6]([N:8]1[CH2:13][CH:12]=[C:11]([C:14]2[C:22]3[C:17](=[CH:18][CH:19]=[C:20]([C:23]([O:25][CH3:26])=[O:24])[CH:21]=3)[NH:16][CH:15]=2)[CH2:10][CH2:9]1)=[O:7])([CH3:4])([CH3:3])[CH3:2].C([O-])=O.[NH4+]. The catalyst class is: 29. (3) Reactant: F[C:2](F)(F)[C:3](O)=O.[CH:8]1([N:14]([CH2:33][C:34]2C=N[C:37]([N:40]3[CH:44]=[C:43]([C:45]([F:48])([F:47])[F:46])[CH:42]=[N:41]3)=[CH:38][CH:39]=2)[C:15]2[N:32]=[CH:31][CH:30]=[CH:29][C:16]=2[C:17]([NH:19][CH2:20][CH2:21][C:22]([O:24]C(C)(C)C)=[O:23])=[O:18])[CH2:13][CH2:12][CH2:11][CH2:10][CH2:9]1. Product: [CH:8]1([N:14]([CH2:33][C:34]2[CH:39]=[CH:38][C:37]([N:40]3[CH:44]=[C:43]([C:45]([F:48])([F:46])[F:47])[CH:42]=[N:41]3)=[CH:3][CH:2]=2)[C:15]2[N:32]=[CH:31][CH:30]=[CH:29][C:16]=2[C:17]([NH:19][CH2:20][CH2:21][C:22]([OH:24])=[O:23])=[O:18])[CH2:9][CH2:10][CH2:11][CH2:12][CH2:13]1. The catalyst class is: 4. (4) Reactant: C(Cl)(=O)C(Cl)=O.[F:7][C:8]1[CH:9]=[C:10]([N:21]2[CH2:25][CH:24]([C:26]([NH2:28])=[O:27])[O:23][C:22]2=[O:29])[CH:11]=[CH:12][C:13]=1[CH:14]1[CH2:19][CH2:18][CH:17]([OH:20])[CH2:16][CH2:15]1.CCN(C(C)C)C(C)C.[Cl-].[NH4+]. Product: [F:7][C:8]1[CH:9]=[C:10]([N:21]2[CH2:25][CH:24]([C:26]([NH2:28])=[O:27])[O:23][C:22]2=[O:29])[CH:11]=[CH:12][C:13]=1[CH:14]1[CH2:15][CH2:16][C:17](=[O:20])[CH2:18][CH2:19]1. The catalyst class is: 764. (5) Reactant: [Cl:1][C:2]1[CH:3]=[C:4]2[C:9](=[C:10]([CH3:12])[CH:11]=1)[NH:8][CH:7]([C:13]([F:16])([F:15])[F:14])[C:6]([C:17]([O:19]CC)=[O:18])=[CH:5]2.[OH-].[Li+].Cl.C(OCC)C. Product: [Cl:1][C:2]1[CH:3]=[C:4]2[C:9](=[C:10]([CH3:12])[CH:11]=1)[NH:8][CH:7]([C:13]([F:16])([F:14])[F:15])[C:6]([C:17]([OH:19])=[O:18])=[CH:5]2. The catalyst class is: 364. (6) Reactant: [Cl:1][C:2]1[CH:3]=[C:4]([C:8]2[C:13]([O:14][CH3:15])=[CH:12][CH:11]=[C:10]([CH2:16][C:17]3[CH:18]=[CH:19][C:20](F)=[N:21][CH:22]=3)[C:9]=2[F:24])[CH:5]=[CH:6][CH:7]=1.[NH:25]1[CH2:29][CH2:28]C[C@H:26]1[C:30]([OH:32])=[O:31].N12CCCN=C1CCCCC2. Product: [Cl:1][C:2]1[CH:3]=[C:4]([C:8]2[C:13]([O:14][CH3:15])=[CH:12][CH:11]=[C:10]([CH2:16][C:17]3[CH:18]=[CH:19][C:20]([N:25]4[CH2:29][CH2:28][C@H:26]4[C:30]([OH:32])=[O:31])=[N:21][CH:22]=3)[C:9]=2[F:24])[CH:5]=[CH:6][CH:7]=1. The catalyst class is: 4.